This data is from NCI-60 drug combinations with 297,098 pairs across 59 cell lines. The task is: Regression. Given two drug SMILES strings and cell line genomic features, predict the synergy score measuring deviation from expected non-interaction effect. (1) Drug 1: CS(=O)(=O)C1=CC(=C(C=C1)C(=O)NC2=CC(=C(C=C2)Cl)C3=CC=CC=N3)Cl. Drug 2: CN(C)N=NC1=C(NC=N1)C(=O)N. Cell line: A498. Synergy scores: CSS=5.09, Synergy_ZIP=-0.587, Synergy_Bliss=-0.357, Synergy_Loewe=-1.17, Synergy_HSA=-1.06. (2) Drug 1: CCC1(C2=C(COC1=O)C(=O)N3CC4=CC5=C(C=CC(=C5CN(C)C)O)N=C4C3=C2)O.Cl. Drug 2: CC1C(C(CC(O1)OC2CC(CC3=C2C(=C4C(=C3O)C(=O)C5=CC=CC=C5C4=O)O)(C(=O)C)O)N)O. Cell line: HCT-15. Synergy scores: CSS=27.8, Synergy_ZIP=-11.6, Synergy_Bliss=-14.3, Synergy_Loewe=-12.4, Synergy_HSA=-11.0. (3) Drug 1: CCC1=C2CN3C(=CC4=C(C3=O)COC(=O)C4(CC)O)C2=NC5=C1C=C(C=C5)O. Drug 2: CCC1(C2=C(COC1=O)C(=O)N3CC4=CC5=C(C=CC(=C5CN(C)C)O)N=C4C3=C2)O.Cl. Cell line: SW-620. Synergy scores: CSS=50.9, Synergy_ZIP=-4.19, Synergy_Bliss=-4.63, Synergy_Loewe=-15.7, Synergy_HSA=2.33. (4) Drug 1: CC1=C(C=C(C=C1)NC(=O)C2=CC=C(C=C2)CN3CCN(CC3)C)NC4=NC=CC(=N4)C5=CN=CC=C5. Drug 2: C1=CC=C(C=C1)NC(=O)CCCCCCC(=O)NO. Cell line: NCIH23. Synergy scores: CSS=7.12, Synergy_ZIP=-1.30, Synergy_Bliss=1.97, Synergy_Loewe=-11.4, Synergy_HSA=-1.51. (5) Drug 1: C1=CC(=CC=C1CCCC(=O)O)N(CCCl)CCCl. Drug 2: CC1=C2C(C(=O)C3(C(CC4C(C3C(C(C2(C)C)(CC1OC(=O)C(C(C5=CC=CC=C5)NC(=O)C6=CC=CC=C6)O)O)OC(=O)C7=CC=CC=C7)(CO4)OC(=O)C)O)C)OC(=O)C. Cell line: SF-268. Synergy scores: CSS=45.8, Synergy_ZIP=-0.840, Synergy_Bliss=-1.58, Synergy_Loewe=-3.94, Synergy_HSA=-1.46. (6) Drug 1: COC1=C(C=C2C(=C1)N=CN=C2NC3=CC(=C(C=C3)F)Cl)OCCCN4CCOCC4. Drug 2: CC1=CC=C(C=C1)C2=CC(=NN2C3=CC=C(C=C3)S(=O)(=O)N)C(F)(F)F. Cell line: HOP-62. Synergy scores: CSS=11.3, Synergy_ZIP=-2.75, Synergy_Bliss=0.793, Synergy_Loewe=-3.13, Synergy_HSA=0.646.